Dataset: Reaction yield outcomes from USPTO patents with 853,638 reactions. Task: Predict the reaction yield, written as a fraction of the theoretical maximum amount of product (1.0 means a 100% yield; for example, 0.34 means a 34% yield). (1) The reactants are [CH2:1]([O:8][CH2:9][C:10]1[CH2:14][C:13]([C:16]([Cl:19])([Cl:18])[Cl:17])(O)[N:12]([C:20]2[C:25]([Cl:26])=[CH:24][CH:23]=[CH:22][N:21]=2)[N:11]=1)[C:2]1[CH:7]=[CH:6][CH:5]=[CH:4][CH:3]=1.FC(F)(F)C(OC(=O)C(F)(F)F)=O. The catalyst is C(OC)C(C)C. The product is [CH2:1]([O:8][CH2:9][C:10]1[CH:14]=[C:13]([C:16]([Cl:18])([Cl:19])[Cl:17])[N:12]([C:20]2[C:25]([Cl:26])=[CH:24][CH:23]=[CH:22][N:21]=2)[N:11]=1)[C:2]1[CH:7]=[CH:6][CH:5]=[CH:4][CH:3]=1. The yield is 0.950. (2) The reactants are N1CCCCC1.[NH:7]1[C:15]2[C:10](=[CH:11][CH:12]=[CH:13][CH:14]=2)[CH2:9][C:8]1=[O:16].[I:17][C:18]1[C:26]2[C:21](=[CH:22][CH:23]=[C:24]([CH:27]=O)[CH:25]=2)[NH:20][N:19]=1. The catalyst is CCO. The product is [I:17][C:18]1[C:26]2[C:21](=[CH:22][CH:23]=[C:24]([CH:27]=[C:9]3[C:10]4[C:15](=[CH:14][CH:13]=[CH:12][CH:11]=4)[NH:7][C:8]3=[O:16])[CH:25]=2)[NH:20][N:19]=1. The yield is 0.630.